This data is from Forward reaction prediction with 1.9M reactions from USPTO patents (1976-2016). The task is: Predict the product of the given reaction. (1) Given the reactants [CH3:1][O:2][C:3]1[CH:8]=[CH:7][C:6]([N:9]2[C:13]3[N:14]=[C:15]([NH:18][CH:19]4[CH2:24][CH2:23][CH2:22][N:21](C(=O)C)[CH2:20]4)[N:16]=[CH:17][C:12]=3[N:11]=[N:10]2)=[CH:5][CH:4]=1.[ClH:28], predict the reaction product. The product is: [ClH:28].[CH3:1][O:2][C:3]1[CH:4]=[CH:5][C:6]([N:9]2[C:13]3[N:14]=[C:15]([NH:18][CH:19]4[CH2:24][CH2:23][CH2:22][NH:21][CH2:20]4)[N:16]=[CH:17][C:12]=3[N:11]=[N:10]2)=[CH:7][CH:8]=1. (2) Given the reactants [F:1][C:2]1[CH:7]=[CH:6][C:5]([C:8]2[N:12](/[CH:13]=[CH:14]/[CH2:15][OH:16])[C:11]([CH:17]([CH3:19])[CH3:18])=[N:10][C:9]=2[C:20]2[CH:25]=[CH:24][N:23]=[C:22]([NH:26][C:27]3[CH:32]=[CH:31][CH:30]=[CH:29][CH:28]=3)[N:21]=2)=[CH:4][CH:3]=1, predict the reaction product. The product is: [F:1][C:2]1[CH:3]=[CH:4][C:5]([C:8]2[N:12](/[CH:13]=[CH:14]/[CH:15]=[O:16])[C:11]([CH:17]([CH3:18])[CH3:19])=[N:10][C:9]=2[C:20]2[CH:25]=[CH:24][N:23]=[C:22]([NH:26][C:27]3[CH:28]=[CH:29][CH:30]=[CH:31][CH:32]=3)[N:21]=2)=[CH:6][CH:7]=1.[F:1][C:2]1[CH:7]=[CH:6][C:5]([C:8]2[N:12]=[C:11]([CH:17]([CH3:19])[CH3:18])[N:10](/[CH:13]=[CH:14]/[CH:15]=[O:16])[C:9]=2[C:20]2[CH:25]=[CH:24][N:23]=[C:22]([NH:26][C:27]3[CH:32]=[CH:31][CH:30]=[CH:29][CH:28]=3)[N:21]=2)=[CH:4][CH:3]=1. (3) Given the reactants [Br:1][C:2]1[CH:8]=[CH:7][C:5]([NH2:6])=[CH:4][C:3]=1[O:9][CH3:10].[N:11]([O-])=O.[Na+].O.O.[Sn](Cl)Cl, predict the reaction product. The product is: [Br:1][C:2]1[CH:8]=[CH:7][C:5]([NH:6][NH2:11])=[CH:4][C:3]=1[O:9][CH3:10]. (4) Given the reactants [Cl:1][C:2]1[C:3]([C:12]#[N:13])=[N:4][CH:5]=[C:6]([C:8]([F:11])([F:10])[F:9])[CH:7]=1.Cl.[H][H], predict the reaction product. The product is: [ClH:1].[NH2:13][CH2:12][C:3]1[C:2]([Cl:1])=[CH:7][C:6]([C:8]([F:11])([F:10])[F:9])=[CH:5][N:4]=1. (5) Given the reactants [Cl:1][C:2]1[N:10]=[C:9]2[C:5]([N:6]=[CH:7][N:8]2[CH3:11])=[C:4](Cl)[N:3]=1.[NH2:13][CH2:14][C:15]1[CH:16]=[N:17][CH:18]=[CH:19][CH:20]=1.C(N(CC)CC)C, predict the reaction product. The product is: [Cl:1][C:2]1[N:10]=[C:9]2[C:5]([N:6]=[CH:7][N:8]2[CH3:11])=[C:4]([NH:13][CH2:14][C:15]2[CH:16]=[N:17][CH:18]=[CH:19][CH:20]=2)[N:3]=1.